Dataset: Forward reaction prediction with 1.9M reactions from USPTO patents (1976-2016). Task: Predict the product of the given reaction. (1) Given the reactants C[Si]([C:5]#[CH:6])(C)C.C([Li])CCC.[Li].C([O-])([O-])=O.[Na+].[Na+].[OH-].[Na+].[P:21](Cl)([O:26][CH2:27][CH3:28])([O:23][CH2:24][CH3:25])=[O:22], predict the reaction product. The product is: [C:5]([P:21](=[O:22])([O:26][CH2:27][CH3:28])[O:23][CH2:24][CH3:25])#[CH:6]. (2) The product is: [C:15]([C:7]1[CH:8]=[CH:9][C:10]([N+:12]([O-:14])=[O:13])=[CH:11][C:6]=1[NH:5][C:3](=[O:4])[CH2:2][N:26]([CH3:27])[CH3:25])([CH3:18])([CH3:17])[CH3:16]. Given the reactants Br[CH2:2][C:3]([NH:5][C:6]1[CH:11]=[C:10]([N+:12]([O-:14])=[O:13])[CH:9]=[CH:8][C:7]=1[C:15]([CH3:18])([CH3:17])[CH3:16])=[O:4].C([O-])([O-])=O.[K+].[K+].[CH3:25][NH:26][CH3:27], predict the reaction product. (3) The product is: [CH2:9]([NH:8][C:5]1([CH3:33])[CH2:4][CH2:3][C:2]([F:1])([S:16]([C:19]2[CH:24]=[CH:23][CH:22]=[C:21]([C:25]([F:26])([F:27])[F:28])[CH:20]=2)(=[O:18])=[O:17])[CH2:7][CH2:6]1)[C:10]1[CH:11]=[CH:12][CH:13]=[CH:14][CH:15]=1. Given the reactants [F:1][C:2]1([S:16]([C:19]2[CH:24]=[CH:23][CH:22]=[C:21]([C:25]([F:28])([F:27])[F:26])[CH:20]=2)(=[O:18])=[O:17])[CH2:7][CH2:6][C:5](=[N:8][CH2:9][C:10]2[CH:15]=[CH:14][CH:13]=[CH:12][CH:11]=2)[CH2:4][CH2:3]1.B(F)(F)F.[CH3:33]COCC.[Li]C, predict the reaction product. (4) Given the reactants COC.[CH2:4]([N:11]1[C:19]2[C:14](=[CH:15][CH:16]=[CH:17][CH:18]=2)[C:13]([CH2:20][CH2:21][CH2:22][CH2:23][CH3:24])=[C:12]1[C:25]1[CH:34]=[CH:33][C:32]2[C:27](=[CH:28][CH:29]=[C:30]([O:35]C)[CH:31]=2)[CH:26]=1)[C:5]1[CH:10]=[CH:9][CH:8]=[CH:7][CH:6]=1.B(Br)(Br)Br, predict the reaction product. The product is: [CH2:4]([N:11]1[C:19]2[C:14](=[CH:15][CH:16]=[CH:17][CH:18]=2)[C:13]([CH2:20][CH2:21][CH2:22][CH2:23][CH3:24])=[C:12]1[C:25]1[CH:26]=[C:27]2[C:32](=[CH:33][CH:34]=1)[CH:31]=[C:30]([OH:35])[CH:29]=[CH:28]2)[C:5]1[CH:6]=[CH:7][CH:8]=[CH:9][CH:10]=1.